From a dataset of Reaction yield outcomes from USPTO patents with 853,638 reactions. Predict the reaction yield, written as a fraction of the theoretical maximum amount of product (1.0 means a 100% yield; for example, 0.34 means a 34% yield). (1) The reactants are [I-:1].[C:2]([O:23][CH2:24][N+:25]1([CH3:46])[CH2:30][CH2:29][N:28]([C:31]2[C:32]3[CH:44]=[C:43]([CH3:45])[S:42][C:33]=3[NH:34][C:35]3[CH:41]=[CH:40][CH:39]=[CH:38][C:36]=3[N:37]=2)[CH2:27][CH2:26]1)(=[O:22])CCCCCCCCCCCCCCCCCCC.[Cl:47][C:48]1[CH:68]=[CH:67][C:51]([C:52]([C:54]2[CH:66]=[CH:65][C:57]([O:58][C:59](C)([CH3:63])[C:60](O)=O)=[CH:56][CH:55]=2)=[O:53])=[CH:50][CH:49]=1. The catalyst is COC1CC1. The product is [I-:1].[Cl:47][C:48]1[CH:68]=[CH:67][C:51]([C:52]([C:54]2[CH:66]=[CH:65][C:57]([O:58][C:59]([CH3:63])([CH3:60])[C:2]([O:23][CH2:24][N+:25]3([CH3:46])[CH2:30][CH2:29][N:28]([C:31]4[C:32]5[CH:44]=[C:43]([CH3:45])[S:42][C:33]=5[NH:34][C:35]5[CH:41]=[CH:40][CH:39]=[CH:38][C:36]=5[N:37]=4)[CH2:27][CH2:26]3)=[O:22])=[CH:56][CH:55]=2)=[O:53])=[CH:50][CH:49]=1. The yield is 0.570. (2) The reactants are [CH3:1][O:2][C:3]([CH:5]1[C:10](Cl)([Cl:11])[C:9](=O)[CH2:8][CH:7]([C:14]2[CH:19]=[CH:18][C:17]([Cl:20])=[C:16]([O:21][CH3:22])[C:15]=2[F:23])[NH:6]1)=[O:4].Cl.[NH2:25][OH:26].N1C=CC=CC=1. The catalyst is CO. The product is [CH3:1][O:2][C:3]([C:5]1[NH:6][CH:7]([C:14]2[CH:19]=[CH:18][C:17]([Cl:20])=[C:16]([O:21][CH3:22])[C:15]=2[F:23])[CH2:8][C:9](=[N:25][OH:26])[C:10]=1[Cl:11])=[O:4]. The yield is 0.810. (3) The reactants are [C:1]1([S:7](Cl)(=[O:9])=[O:8])[CH:6]=[CH:5][CH:4]=[CH:3][CH:2]=1.[NH:11]1[CH2:15][CH2:14][CH2:13][C@H:12]1[C:16]([OH:18])=[O:17].C([O-])([O-])=O.[Na+].[Na+]. The catalyst is C1COCC1. The product is [C:1]1([S:7]([N:11]2[CH2:15][CH2:14][CH2:13][C@H:12]2[C:16]([OH:18])=[O:17])(=[O:9])=[O:8])[CH:6]=[CH:5][CH:4]=[CH:3][CH:2]=1. The yield is 0.920. (4) The reactants are [Cl:1][C:2]1[CH:7]=[CH:6][C:5]([CH:8]([C:13](=O)[CH3:14])[C:9](OC)=[O:10])=[CH:4][CH:3]=1.[CH3:16][NH:17][NH2:18]. No catalyst specified. The product is [Cl:1][C:2]1[CH:7]=[CH:6][C:5]([CH:8]2[C:9](=[O:10])[N:17]([CH3:16])[N:18]=[C:13]2[CH3:14])=[CH:4][CH:3]=1. The yield is 0.800. (5) The reactants are [C:1]([O:5][C:6]([N:8]1[C@@H:12](/[CH:13]=[CH:14]/[C:15]2[CH:20]=[CH:19][C:18](I)=[CH:17][CH:16]=2)[CH2:11][O:10][C:9]1([CH3:23])[CH3:22])=[O:7])([CH3:4])([CH3:3])[CH3:2].[Cl:24][C:25]1[C:34]([Cl:35])=[CH:33][CH:32]=[C:31]2[C:26]=1[CH2:27][CH2:28][NH:29][C:30]2=[O:36].CNCCNC.P([O-])([O-])([O-])=O.[K+].[K+].[K+]. The catalyst is C1(C)C=CC=CC=1.[Cu]I. The product is [Cl:24][C:25]1[C:34]([Cl:35])=[CH:33][CH:32]=[C:31]2[C:26]=1[CH2:27][CH2:28][N:29]([C:18]1[CH:19]=[CH:20][C:15](/[CH:14]=[CH:13]/[C@H:12]3[CH2:11][O:10][C:9]([CH3:23])([CH3:22])[N:8]3[C:6]([O:5][C:1]([CH3:4])([CH3:3])[CH3:2])=[O:7])=[CH:16][CH:17]=1)[C:30]2=[O:36]. The yield is 0.610. (6) The reactants are [CH2:1]([CH:5]([CH:9]([OH:11])[CH3:10])[CH:6]([OH:8])[CH3:7])[CH2:2][CH2:3][CH3:4].N1C=[CH:16][CH:15]=[CH:14][CH:13]=1.[CH3:18][C:19]1[CH:27]=[CH:26][C:22]([C:23](Cl)=[O:24])=[CH:21][CH:20]=1.[O:28]1[CH2:32][CH2:31][CH2:30][CH2:29]1. No catalyst specified. The product is [CH3:18][C:19]1[CH:27]=[CH:26][C:22]([C:23]([O:11][CH:9]([CH:5]([CH2:1][CH2:2][CH2:3][CH3:4])[CH:6]([O:8][C:32](=[O:28])[C:31]2[CH:13]=[CH:14][C:15]([CH3:16])=[CH:29][CH:30]=2)[CH3:7])[CH3:10])=[O:24])=[CH:21][CH:20]=1. The yield is 0.950. (7) The reactants are [O:1]1[C:5]2[CH:6]=[CH:7][C:8]([CH2:10][C:11]#[N:12])=[CH:9][C:4]=2[O:3]C1.B(Br)(Br)Br.O. The catalyst is C(Cl)Cl. The product is [OH:3][C:4]1[CH:9]=[C:8]([CH2:10][C:11]#[N:12])[CH:7]=[CH:6][C:5]=1[OH:1]. The yield is 0.540. (8) The reactants are [Na:1].COC1OCC(CO[C:12]2[CH:17]=[CH:16][N:15]=[C:14]([CH2:18][S:19]([C:21]3[NH:25][C:24]4[CH:26]=[CH:27][CH:28]=[CH:29][C:23]=4[N:22]=3)=[O:20])[C:13]=2[CH3:30])CO1.[CH2:31]([C:33]1([CH2:41][CH3:42])[O:38][CH2:37][CH:36]([CH2:39][OH:40])[CH2:35][O:34]1)[CH3:32]. No catalyst specified. The product is [Na:1].[CH2:41]([C:33]1([CH2:31][CH3:32])[O:34][CH2:35][CH:36]([CH2:39][O:40][C:12]2[CH:17]=[CH:16][N:15]=[C:14]([CH2:18][S:19]([C:21]3[NH:25][C:24]4[CH:26]=[CH:27][CH:28]=[CH:29][C:23]=4[N:22]=3)=[O:20])[C:13]=2[CH3:30])[CH2:37][O:38]1)[CH3:42]. The yield is 0.0970. (9) The reactants are Cl[C:2]1[CH:7]=[CH:6][C:5]([C:8]2[N:9]=[N:10][C:11]([O:14][CH:15]3[CH2:20][C:19]([CH3:22])([CH3:21])[NH:18][C:17]([CH3:24])([CH3:23])[CH2:16]3)=[CH:12][CH:13]=2)=[C:4]([O:25][CH3:26])[CH:3]=1.CC1(C)C(C)(C)OB([C:35]2[CH:36]=[N:37][NH:38][CH:39]=2)O1.C([O-])([O-])=O.[K+].[K+]. The catalyst is C(O)C.O.[Pd]. The product is [CH3:26][O:25][C:4]1[CH:3]=[C:2]([C:35]2[CH:36]=[N:37][NH:38][CH:39]=2)[CH:7]=[CH:6][C:5]=1[C:8]1[N:9]=[N:10][C:11]([O:14][CH:15]2[CH2:20][C:19]([CH3:21])([CH3:22])[NH:18][C:17]([CH3:23])([CH3:24])[CH2:16]2)=[CH:12][CH:13]=1. The yield is 0.210.